Dataset: Peptide-MHC class I binding affinity with 185,985 pairs from IEDB/IMGT. Task: Regression. Given a peptide amino acid sequence and an MHC pseudo amino acid sequence, predict their binding affinity value. This is MHC class I binding data. (1) The peptide sequence is IILARNEEGR. The MHC is HLA-A68:01 with pseudo-sequence HLA-A68:01. The binding affinity (normalized) is 0.348. (2) The MHC is HLA-B58:01 with pseudo-sequence HLA-B58:01. The peptide sequence is HTLESPVEF. The binding affinity (normalized) is 0.576.